Task: Predict which catalyst facilitates the given reaction.. Dataset: Catalyst prediction with 721,799 reactions and 888 catalyst types from USPTO (1) Reactant: [NH2:1][C:2]1[CH:3]=[C:4]([CH:8]=[CH:9][C:10]=1[Br:11])[C:5]([OH:7])=O.[C:12]1([C:18]2[S:22][C:21]([NH2:23])=[N:20][N:19]=2)[CH:17]=[CH:16][CH:15]=[CH:14][CH:13]=1.F[P-](F)(F)(F)(F)F.N1(O[P+](N2CCCC2)(N2CCCC2)N2CCCC2)C2C=CC=CC=2N=N1.C(N(C(C)C)CC)(C)C. Product: [NH2:1][C:2]1[CH:3]=[C:4]([CH:8]=[CH:9][C:10]=1[Br:11])[C:5]([NH:23][C:21]1[S:22][C:18]([C:12]2[CH:17]=[CH:16][CH:15]=[CH:14][CH:13]=2)=[N:19][N:20]=1)=[O:7]. The catalyst class is: 3. (2) Reactant: [Cl:1][C:2]1[CH:3]=[C:4]([CH:23]=[CH:24][C:25]=1[F:26])[CH2:5][N:6]1[CH2:15][CH2:14][C:13]2[C:8](=[C:9]([O:20]C)[C:10](=[O:19])[N:11]([CH3:18])[C:12]=2[CH2:16][CH3:17])[C:7]1=[O:22].Br. Product: [Cl:1][C:2]1[CH:3]=[C:4]([CH:23]=[CH:24][C:25]=1[F:26])[CH2:5][N:6]1[CH2:15][CH2:14][C:13]2[C:8](=[C:9]([OH:20])[C:10](=[O:19])[N:11]([CH3:18])[C:12]=2[CH2:16][CH3:17])[C:7]1=[O:22]. The catalyst class is: 15. (3) The catalyst class is: 125. Reactant: [F:1][C:2]([F:8])([F:7])[C:3](OC)=[O:4].C([N:11](CC)CC)C.[CH2:16]([CH2:22][CH2:23]N)[CH2:17][CH2:18][C:19]([OH:21])=[O:20].Cl. Product: [F:8][C:2]([F:1])([F:7])[C:3]([NH:11][CH:18]([CH2:17][CH2:16][CH2:22][CH3:23])[C:19]([OH:21])=[O:20])=[O:4].